This data is from HIV replication inhibition screening data with 41,000+ compounds from the AIDS Antiviral Screen. The task is: Binary Classification. Given a drug SMILES string, predict its activity (active/inactive) in a high-throughput screening assay against a specified biological target. The compound is O=C(CC(C(=O)c1ccsc1)c1ccccc1)c1ccccc1. The result is 0 (inactive).